This data is from Reaction yield outcomes from USPTO patents with 853,638 reactions. The task is: Predict the reaction yield, written as a fraction of the theoretical maximum amount of product (1.0 means a 100% yield; for example, 0.34 means a 34% yield). (1) The reactants are Cl.[Cl:2][CH2:3][C:4]1[CH:9]=[CH:8][CH:7]=[CH:6][N:5]=1.C([O-])([O-])=O.[K+].[K+].[CH:16]1[CH:21]=[CH:20][C:19]([P:22]([C:29]2[CH:34]=[CH:33][CH:32]=[CH:31][CH:30]=2)[C:23]2[CH:28]=[CH:27][CH:26]=[CH:25][CH:24]=2)=[CH:18][CH:17]=1. The catalyst is O.O1CCOCC1. The product is [Cl-:2].[N:5]1[CH:6]=[CH:7][CH:8]=[CH:9][C:4]=1[CH2:3][P+:22]([C:23]1[CH:24]=[CH:25][CH:26]=[CH:27][CH:28]=1)([C:29]1[CH:34]=[CH:33][CH:32]=[CH:31][CH:30]=1)[C:19]1[CH:18]=[CH:17][CH:16]=[CH:21][CH:20]=1. The yield is 0.830. (2) The reactants are [F:1][C:2]1[CH:7]=[CH:6][CH:5]=[C:4]([F:8])[C:3]=1[N:9]1[C:14]2[N:15]=[C:16]([NH:27][CH2:28][C:29](O)=[O:30])[N:17]=[C:18]([C:19]3[CH:24]=[CH:23][C:22]([F:25])=[CH:21][C:20]=3[CH3:26])[C:13]=2[CH:12]=[CH:11][C:10]1=[O:32].Cl.[NH:34]1[CH2:37][CH:36]([OH:38])[CH2:35]1.CN1CCOCC1. The catalyst is CN(C=O)C. The product is [F:8][C:4]1[CH:5]=[CH:6][CH:7]=[C:2]([F:1])[C:3]=1[N:9]1[C:14]2[N:15]=[C:16]([NH:27][CH2:28][C:29]([N:34]3[CH2:37][CH:36]([OH:38])[CH2:35]3)=[O:30])[N:17]=[C:18]([C:19]3[CH:24]=[CH:23][C:22]([F:25])=[CH:21][C:20]=3[CH3:26])[C:13]=2[CH:12]=[CH:11][C:10]1=[O:32]. The yield is 0.490. (3) The reactants are [Li+].CC([N-]C(C)C)C.C1COCC1.[O:14]1[CH2:19][CH2:18][C:17](=[O:20])[CH2:16][CH2:15]1.C1(N([S:28]([C:31]([F:34])([F:33])[F:32])(=[O:30])=[O:29])[S:28]([C:31]([F:34])([F:33])[F:32])(=[O:30])=[O:29])C=CC=CC=1. The catalyst is C1COCC1. The product is [F:32][C:31]([F:34])([F:33])[S:28]([O:20][C:17]1[CH2:18][CH2:19][O:14][CH2:15][CH:16]=1)(=[O:30])=[O:29]. The yield is 0.400.